The task is: Predict the reaction yield, written as a fraction of the theoretical maximum amount of product (1.0 means a 100% yield; for example, 0.34 means a 34% yield).. This data is from Reaction yield outcomes from USPTO patents with 853,638 reactions. (1) The reactants are C[O:2][C:3]([C:5]1[CH:6]=[C:7]([C:16]2[CH:21]=[CH:20][C:19]([CH3:22])=[CH:18][C:17]=2[F:23])[CH:8]=[C:9]([C:11]2[S:15][CH:14]=[N:13][CH:12]=2)[CH:10]=1)=[O:4].O[Li].O. The catalyst is C1COCC1.O. The product is [F:23][C:17]1[CH:18]=[C:19]([CH3:22])[CH:20]=[CH:21][C:16]=1[C:7]1[CH:8]=[C:9]([C:11]2[S:15][CH:14]=[N:13][CH:12]=2)[CH:10]=[C:5]([C:3]([OH:4])=[O:2])[CH:6]=1. The yield is 0.750. (2) The reactants are [OH:1][C:2]1[CH:7]=[CH:6][C:5]([CH2:8][C:9]([O:11][CH3:12])=[O:10])=[CH:4][CH:3]=1.[CH2:13]([CH:15]1[O:17][CH2:16]1)Cl.N1C=CC=CC=1. No catalyst specified. The product is [O:17]1[CH2:16][CH:15]1[CH2:13][O:1][C:2]1[CH:3]=[CH:4][C:5]([CH2:8][C:9]([O:11][CH3:12])=[O:10])=[CH:6][CH:7]=1. The yield is 0.340. (3) The reactants are [CH3:1][C:2]([CH3:9])([CH3:8])[C:3](=[O:7])[CH2:4][C:5]#[N:6].[CH3:10]C(C)=O.[CH2:14]1[O:22][C:21]2[CH:20]=[CH:19][C:18]([N:23]=[C:24]=[S:25])=[CH:17][C:16]=2[O:15]1.CI. No catalyst specified. The product is [O:22]1[C:21]2[CH:20]=[CH:19][C:18]([NH:23][C:24]([S:25][CH3:10])=[C:4]([C:3](=[O:7])[C:2]([CH3:9])([CH3:8])[CH3:1])[C:5]#[N:6])=[CH:17][C:16]=2[O:15][CH2:14]1. The yield is 0.980.